Dataset: Forward reaction prediction with 1.9M reactions from USPTO patents (1976-2016). Task: Predict the product of the given reaction. (1) Given the reactants [Cl:1][C:2]1[CH:7]=[C:6]([C:8]2[N:13]=[C:12]([S:14][CH3:15])[NH:11][C:10](=O)[CH:9]=2)[CH:5]=[CH:4][N:3]=1.O=P(Cl)(Cl)[Cl:19], predict the reaction product. The product is: [Cl:19][C:10]1[CH:9]=[C:8]([C:6]2[CH:5]=[CH:4][N:3]=[C:2]([Cl:1])[CH:7]=2)[N:13]=[C:12]([S:14][CH3:15])[N:11]=1. (2) Given the reactants [C:1]([C:5]1[O:9][N:8]=[C:7]([C:10]2[CH:15]=[C:14](Cl)[C:13]([CH:17]3[CH2:19][CH2:18]3)=[CH:12][N:11]=2)[N:6]=1)([CH3:4])([CH3:3])[CH3:2].[NH:20]1[CH2:24][CH2:23][CH2:22][CH2:21]1.C([O-])([O-])=O.[K+].[K+], predict the reaction product. The product is: [C:1]([C:5]1[O:9][N:8]=[C:7]([C:10]2[CH:15]=[C:14]([N:20]3[CH2:24][CH2:23][CH2:22][CH2:21]3)[C:13]([CH:17]3[CH2:19][CH2:18]3)=[CH:12][N:11]=2)[N:6]=1)([CH3:4])([CH3:3])[CH3:2]. (3) Given the reactants CC1N=C(N2CCN(C3C=CC=CC=3)C2=O)SC=1C(OCC)=O.[CH3:24][C:25]1[N:26]=[C:27]([N:35]2[CH2:39][CH2:38][N:37]([CH2:40][CH2:41][CH2:42][C:43]3[CH:48]=[CH:47][CH:46]=[CH:45][CH:44]=3)[C:36]2=[O:49])[S:28][C:29]=1[C:30]([O:32]CC)=[O:31], predict the reaction product. The product is: [CH3:24][C:25]1[N:26]=[C:27]([N:35]2[CH2:39][CH2:38][N:37]([CH2:40][CH2:41][CH2:42][C:43]3[CH:48]=[CH:47][CH:46]=[CH:45][CH:44]=3)[C:36]2=[O:49])[S:28][C:29]=1[C:30]([OH:32])=[O:31]. (4) Given the reactants [C:1]([N:5]1[CH2:10][CH2:9][N:8]([CH2:11][C:12]2[CH:13]=[C:14](B(O)O)[CH:15]=[CH:16][CH:17]=2)[CH2:7][CH2:6]1)([CH3:4])([CH3:3])[CH3:2].C([O-])([O-])=O.[Na+].[Na+].Br[C:28]1[CH:29]=[C:30]([C:34]2[CH:39]=[C:38]([NH:40][CH:41]3[CH2:44][CH2:43][CH2:42]3)[N:37]=[C:36]([C:45]3[CH:50]=[CH:49][CH:48]=[CH:47][N:46]=3)[CH:35]=2)[CH:31]=[N:32][CH:33]=1, predict the reaction product. The product is: [C:1]([N:5]1[CH2:10][CH2:9][N:8]([CH2:11][C:12]2[CH:13]=[C:14]([C:28]3[CH:29]=[C:30]([C:34]4[CH:39]=[C:38]([NH:40][CH:41]5[CH2:44][CH2:43][CH2:42]5)[N:37]=[C:36]([C:45]5[CH:50]=[CH:49][CH:48]=[CH:47][N:46]=5)[CH:35]=4)[CH:31]=[N:32][CH:33]=3)[CH:15]=[CH:16][CH:17]=2)[CH2:7][CH2:6]1)([CH3:4])([CH3:3])[CH3:2]. (5) The product is: [CH3:1][NH:2][C:3]1[CH:4]=[CH:5][CH:6]=[C:7]2[C:12]3[N:13]([C:24]4[CH:29]=[CH:28][CH:27]=[CH:26][CH:25]=4)[N:14]=[C:15]([C:16]([N:18]4[CH2:23][CH2:22][O:21][CH2:20][CH2:19]4)=[O:17])[C:11]=3[CH2:10][S:32](=[O:34])(=[O:31])[C:8]=12. Given the reactants [CH3:1][NH:2][C:3]1[CH:4]=[CH:5][CH:6]=[C:7]2[C:12]3[N:13]([C:24]4[CH:29]=[CH:28][CH:27]=[CH:26][CH:25]=4)[N:14]=[C:15]([C:16]([N:18]4[CH2:23][CH2:22][O:21][CH2:20][CH2:19]4)=[O:17])[C:11]=3[CH2:10]S[C:8]=12.O[O:31][S:32]([O-:34])=O.[K+].CCOC(C)=O, predict the reaction product. (6) Given the reactants C([Li])CCC.[CH3:6][Si:7]([C:10]#[CH:11])([CH3:9])[CH3:8].[CH3:12][C:13]1([CH3:24])[CH2:18][C:17](=[O:19])[CH2:16][CH2:15][CH:14]1[C:20]([O:22][CH3:23])=[O:21].[C-]#[C-].[Li+].[Li+].[Cl-].[NH4+], predict the reaction product. The product is: [OH:19][C:17]1([C:11]#[C:10][Si:7]([CH3:9])([CH3:8])[CH3:6])[CH2:16][CH2:15][CH:14]([C:20]([O:22][CH3:23])=[O:21])[C:13]([CH3:24])([CH3:12])[CH2:18]1. (7) The product is: [NH2:21][C:22]1[C:27]([C:28]([NH:30][C:31]2[CH:36]=[C:35]([O:37][CH3:38])[CH:34]=[C:33]([O:39][CH3:40])[CH:32]=2)=[O:29])=[C:26]([NH:1][C@H:2]([C:4]2[N:9]([C:10]3[CH:15]=[CH:14][CH:13]=[CH:12][CH:11]=3)[C:8](=[O:16])[C:7]3=[C:17]([CH3:20])[CH:18]=[CH:19][N:6]3[N:5]=2)[CH3:3])[N:25]=[CH:24][N:23]=1. Given the reactants [NH2:1][C@H:2]([C:4]1[N:9]([C:10]2[CH:15]=[CH:14][CH:13]=[CH:12][CH:11]=2)[C:8](=[O:16])[C:7]2=[C:17]([CH3:20])[CH:18]=[CH:19][N:6]2[N:5]=1)[CH3:3].[NH2:21][C:22]1[C:27]([C:28]([NH:30][C:31]2[CH:36]=[C:35]([O:37][CH3:38])[CH:34]=[C:33]([O:39][CH3:40])[CH:32]=2)=[O:29])=[C:26](Cl)[N:25]=[CH:24][N:23]=1.CCN(C(C)C)C(C)C.[F-].[Cs+], predict the reaction product.